This data is from Catalyst prediction with 721,799 reactions and 888 catalyst types from USPTO. The task is: Predict which catalyst facilitates the given reaction. (1) Reactant: [Br:1][C:2]1[CH:7]=[CH:6][C:5]([CH:8]([C:20]2[CH:25]=[CH:24][C:23]([Cl:26])=[CH:22][C:21]=2[F:27])[CH2:9][C:10]([C:12]2[CH:13]=[N:14][C:15]([O:18]C)=[CH:16][CH:17]=2)=[O:11])=[CH:4][CH:3]=1.Cl. Product: [Br:1][C:2]1[CH:3]=[CH:4][C:5]([CH:8]([C:20]2[CH:25]=[CH:24][C:23]([Cl:26])=[CH:22][C:21]=2[F:27])[CH2:9][C:10]([C:12]2[CH:17]=[CH:16][C:15](=[O:18])[NH:14][CH:13]=2)=[O:11])=[CH:6][CH:7]=1. The catalyst class is: 12. (2) Reactant: [CH2:1]([O:8][C@H:9]1[CH2:13][CH2:12][CH2:11][C@H:10]1[C:14]([O:16]CC)=[O:15])[C:2]1[CH:7]=[CH:6][CH:5]=[CH:4][CH:3]=1.[OH-].[Li+]. Product: [CH2:1]([O:8][C@H:9]1[CH2:13][CH2:12][CH2:11][C@H:10]1[C:14]([OH:16])=[O:15])[C:2]1[CH:7]=[CH:6][CH:5]=[CH:4][CH:3]=1. The catalyst class is: 7. (3) Product: [CH2:21]([N:1]([CH:17]1[CH2:18][CH2:19][O:14][CH2:15][CH2:16]1)[C:2]1[N:6]([CH3:7])[N:5]=[C:4]([C:8]([O:10][CH2:11][CH3:12])=[O:9])[C:3]=1[CH3:13])[CH3:22]. The catalyst class is: 26. Reactant: [NH2:1][C:2]1[N:6]([CH3:7])[N:5]=[C:4]([C:8]([O:10][CH2:11][CH3:12])=[O:9])[C:3]=1[CH3:13].[O:14]1[CH2:19][CH2:18][C:17](=O)[CH2:16][CH2:15]1.[CH3:21][C:22](O)=O.[BH-](OC(C)=O)(OC(C)=O)OC(C)=O.[Na+].C(=O)C. (4) Reactant: [CH2:1]([C:3]1[C:11]2[N:10]=[CH:9][N:8]([C:12]([O:14][C:15]([CH3:18])([CH3:17])[CH3:16])=[O:13])[C:7]=2[CH:6]=[CH:5][C:4]=1[N+:19]([O-])=O)[CH3:2]. Product: [NH2:19][C:4]1[CH:5]=[CH:6][C:7]2[N:8]([C:12]([O:14][C:15]([CH3:16])([CH3:17])[CH3:18])=[O:13])[CH:9]=[N:10][C:11]=2[C:3]=1[CH2:1][CH3:2]. The catalyst class is: 19. (5) Reactant: [C:1]([OH:4])(=[O:3])[CH3:2].[CH3:5][O:6][C:7](=[O:19])[CH2:8][C:9]1[CH:14]=[CH:13][C:12]([N+:15]([O-])=O)=[C:11]([OH:18])[CH:10]=1.C(OC)(C)(C)C. Product: [C:1]([OH:4])(=[O:3])[CH3:2].[CH3:5][O:6][C:7](=[O:19])[CH2:8][C:9]1[CH:14]=[CH:13][C:12]([NH2:15])=[C:11]([OH:18])[CH:10]=1. The catalyst class is: 490.